Dataset: Reaction yield outcomes from USPTO patents with 853,638 reactions. Task: Predict the reaction yield, written as a fraction of the theoretical maximum amount of product (1.0 means a 100% yield; for example, 0.34 means a 34% yield). (1) The reactants are [CH3:1][O:2][C:3]1[CH:37]=[C:36]([O:38][CH3:39])[CH:35]=[CH:34][C:4]=1[CH2:5][N:6]1[C:26]2[C:15]3=[CH:16][C:17]4[CH:18]=[C:19]([CH2:24][OH:25])[N:20]([CH3:23])[C:21]=4[CH:22]=[C:14]3[C:13]([CH3:27])=[CH:12][CH2:11][C:10]=2[C:9]([OH:28])=[C:8]([C:29]([O:31]C)=[O:30])[C:7]1=[O:33].[Li+].[I-].Cl. The catalyst is CCOC(C)=O.O. The product is [CH3:1][O:2][C:3]1[CH:37]=[C:36]([O:38][CH3:39])[CH:35]=[CH:34][C:4]=1[CH2:5][N:6]1[C:26]2[C:15]3=[CH:16][C:17]4[CH:18]=[C:19]([CH2:24][OH:25])[N:20]([CH3:23])[C:21]=4[CH:22]=[C:14]3[C:13]([CH3:27])=[CH:12][CH2:11][C:10]=2[C:9]([OH:28])=[C:8]([C:29]([OH:31])=[O:30])[C:7]1=[O:33]. The yield is 0.950. (2) The reactants are [O:1]=[C:2]1[C:10]2[C:9]([C:11]([OH:13])=[O:12])=[CH:8][CH:7]=[CH:6][C:5]=2[CH2:4][N:3]1[CH:14]1[CH2:19][CH2:18][NH:17][CH2:16][CH2:15]1.N1C=CC=CC=1.[C:26](O[C:26]([O:28][C:29]([CH3:32])([CH3:31])[CH3:30])=[O:27])([O:28][C:29]([CH3:32])([CH3:31])[CH3:30])=[O:27]. The catalyst is CO.C(OCC)C. The product is [C:29]([O:28][C:26]([N:17]1[CH2:16][CH2:15][CH:14]([N:3]2[C:2](=[O:1])[C:10]3[C:9]([C:11]([OH:13])=[O:12])=[CH:8][CH:7]=[CH:6][C:5]=3[CH2:4]2)[CH2:19][CH2:18]1)=[O:27])([CH3:32])([CH3:31])[CH3:30]. The yield is 0.780. (3) The reactants are [C:1]([O:5][C:6](=[O:27])[CH2:7][C@@H:8]1[NH:14][C:13](=[O:15])[C:12]2[CH:16]=[C:17]([C:20]([OH:22])=O)[CH:18]=[CH:19][C:11]=2[C:10]2[C:23]([CH3:26])=[N:24][O:25][C:9]1=2)([CH3:4])([CH3:3])[CH3:2].C1N=CN(C(N2C=NC=C2)=O)C=1.O[NH:41][C:42](=[NH:44])[CH3:43].O. The catalyst is CC#N. The product is [C:42]([NH:44][C:20]([C:17]1[CH:18]=[CH:19][C:11]2[C:10]3[C:23]([CH3:26])=[N:24][O:25][C:9]=3[C@H:8]([CH2:7][C:6]([O:5][C:1]([CH3:2])([CH3:4])[CH3:3])=[O:27])[NH:14][C:13](=[O:15])[C:12]=2[CH:16]=1)=[O:22])(=[NH:41])[CH3:43]. The yield is 0.550.